From a dataset of Peptide-MHC class II binding affinity with 134,281 pairs from IEDB. Regression. Given a peptide amino acid sequence and an MHC pseudo amino acid sequence, predict their binding affinity value. This is MHC class II binding data. The peptide sequence is IAMEVVLRKRQGPKQ. The MHC is DRB1_1301 with pseudo-sequence DRB1_1301. The binding affinity (normalized) is 0.770.